The task is: Regression. Given two drug SMILES strings and cell line genomic features, predict the synergy score measuring deviation from expected non-interaction effect.. This data is from NCI-60 drug combinations with 297,098 pairs across 59 cell lines. (1) Drug 1: C(CC(=O)O)C(=O)CN.Cl. Drug 2: C1C(C(OC1N2C=NC3=C2NC=NCC3O)CO)O. Cell line: HCC-2998. Synergy scores: CSS=20.4, Synergy_ZIP=0.758, Synergy_Bliss=-0.753, Synergy_Loewe=4.72, Synergy_HSA=0.768. (2) Synergy scores: CSS=21.2, Synergy_ZIP=-5.77, Synergy_Bliss=2.53, Synergy_Loewe=0.583, Synergy_HSA=1.39. Drug 2: CC(CN1CC(=O)NC(=O)C1)N2CC(=O)NC(=O)C2. Cell line: MCF7. Drug 1: CCCS(=O)(=O)NC1=C(C(=C(C=C1)F)C(=O)C2=CNC3=C2C=C(C=N3)C4=CC=C(C=C4)Cl)F. (3) Drug 1: CCC(=C(C1=CC=CC=C1)C2=CC=C(C=C2)OCCN(C)C)C3=CC=CC=C3.C(C(=O)O)C(CC(=O)O)(C(=O)O)O. Drug 2: CC(C)NC(=O)C1=CC=C(C=C1)CNNC.Cl. Cell line: SF-539. Synergy scores: CSS=-1.71, Synergy_ZIP=-1.72, Synergy_Bliss=-5.33, Synergy_Loewe=-9.50, Synergy_HSA=-7.96.